From a dataset of Forward reaction prediction with 1.9M reactions from USPTO patents (1976-2016). Predict the product of the given reaction. The product is: [Br:1][C:2]1[CH:7]=[C:6]([OH:8])[CH:5]=[C:4]([Br:10])[C:3]=1[OH:11]. Given the reactants [Br:1][C:2]1[CH:7]=[C:6]([O:8]C)[CH:5]=[C:4]([Br:10])[C:3]=1[OH:11].C[Si](I)(C)C, predict the reaction product.